From a dataset of Full USPTO retrosynthesis dataset with 1.9M reactions from patents (1976-2016). Predict the reactants needed to synthesize the given product. (1) Given the product [N+:3]([N:6]=[C:7]1[NH:11][CH2:10][CH2:9][N:8]1[CH2:12][C:13]1[CH:14]=[CH:15][C:16]([S:19][CH2:20][CH2:21][C:22]([OH:24])=[O:23])=[N:17][CH:18]=1)([O-:5])=[O:4], predict the reactants needed to synthesize it. The reactants are: [OH-].[Na+].[N+:3]([N:6]=[C:7]1[NH:11][CH2:10][CH2:9][N:8]1[CH2:12][C:13]1[CH:14]=[CH:15][C:16]([S:19][CH2:20][CH2:21][C:22]([O:24]CC)=[O:23])=[N:17][CH:18]=1)([O-:5])=[O:4]. (2) Given the product [CH3:2][N:3]([CH2:4][CH2:5][CH2:6][S:16][C:13]1[CH:14]=[CH:15][C:10]([Br:9])=[CH:11][CH:12]=1)[CH3:8], predict the reactants needed to synthesize it. The reactants are: Cl.[CH3:2][N:3]([CH3:8])[CH2:4][CH2:5][CH2:6]Cl.[Br:9][C:10]1[CH:15]=[CH:14][C:13]([SH:16])=[CH:12][CH:11]=1.C(=O)([O-])[O-].[K+].[K+].O. (3) Given the product [NH:1]1[C:9]2[C:4](=[CH:5][CH:6]=[CH:7][CH:8]=2)[CH:3]=[C:2]1[C:12]1[C:13](=[O:14])[NH:32][C:30](=[O:31])[C:29]=1[C:21]1[CH:22]=[C:23]([O:27][CH3:28])[C:24]([O:25][CH3:26])=[C:19]([O:18][CH3:17])[CH:20]=1, predict the reactants needed to synthesize it. The reactants are: [NH:1]1[C:9]2[C:4](=[CH:5][CH:6]=[CH:7][CH:8]=2)[CH:3]=[CH:2]1.C([C:12](=O)[C:13]([O-])=[O:14])C.[CH3:17][O:18][C:19]1[CH:20]=[C:21]([CH2:29][C:30]([NH2:32])=[O:31])[CH:22]=[C:23]([O:27][CH3:28])[C:24]=1[O:25][CH3:26]. (4) The reactants are: O1CCOCC1.Br[C:8]1[CH:9]=[C:10]([CH3:15])[C:11]([NH2:14])=[N:12][CH:13]=1.[I-:16].[Na+].CC(C)(N)C(C)(C)N. Given the product [I:16][C:8]1[CH:9]=[C:10]([CH3:15])[C:11]([NH2:14])=[N:12][CH:13]=1, predict the reactants needed to synthesize it. (5) Given the product [Cl:22][C:23]1[CH:29]=[CH:28][C:27]([O:30][CH3:31])=[CH:26][C:24]=1[NH:25][C:2]1[CH:7]=[C:6]([C:8]([F:11])([F:10])[F:9])[N:5]=[C:4]([C:12]2[CH:13]=[N:14][C:15]([C:18]([F:21])([F:20])[F:19])=[CH:16][CH:17]=2)[N:3]=1, predict the reactants needed to synthesize it. The reactants are: Cl[C:2]1[CH:7]=[C:6]([C:8]([F:11])([F:10])[F:9])[N:5]=[C:4]([C:12]2[CH:13]=[N:14][C:15]([C:18]([F:21])([F:20])[F:19])=[CH:16][CH:17]=2)[N:3]=1.[Cl:22][C:23]1[CH:29]=[CH:28][C:27]([O:30][CH3:31])=[CH:26][C:24]=1[NH2:25].Cl.[OH-].[Na+]. (6) Given the product [Cl:2][C:3]1[N:8]=[C:7]([C:9]([NH:49][CH:48]2[CH2:41][CH2:42][N:37]([CH2:36][C:23]3[CH:22]=[CH:21][N:26]=[CH:25][CH:24]=3)[CH2:38][CH2:39]2)=[O:11])[CH:6]=[CH:5][CH:4]=1, predict the reactants needed to synthesize it. The reactants are: Cl.[Cl:2][C:3]1[N:8]=[C:7]([C:9]([OH:11])=O)[CH:6]=[CH:5][CH:4]=1.CN(C(ON1N=N[C:22]2[CH:23]=[CH:24][CH:25]=[N:26][C:21]1=2)=[N+](C)C)C.F[P-](F)(F)(F)(F)F.[CH3:36][N:37]1[CH2:42][CH2:41]O[CH2:39][CH2:38]1.C(=O)(O)[O-].[Na+].[CH3:48][N:49](C=O)C. (7) Given the product [CH2:1]([O:9][C:8](=[O:10])[CH2:7][CH2:6][C:5]1[CH2:11][CH2:12][C:2]([CH3:13])([CH3:1])[CH2:3][CH:4]=1)[CH2:2][CH2:3][CH3:4], predict the reactants needed to synthesize it. The reactants are: [CH3:1][C:2]1([CH3:13])[CH2:12][CH2:11][C:5]2([O:9][C:8](=[O:10])[CH2:7][CH2:6]2)[CH2:4][CH2:3]1.OS(O)(=O)=O. (8) Given the product [CH3:13][O:12][C:10]1[CH:11]=[C:2]([CH3:23])[CH:3]=[C:4]2[C:9]=1[O:8][CH:7]([C:14]([F:17])([F:16])[F:15])[C:6]([C:18]([O:20][CH2:21][CH3:22])=[O:19])=[CH:5]2, predict the reactants needed to synthesize it. The reactants are: Br[C:2]1[CH:3]=[C:4]2[C:9](=[C:10]([O:12][CH3:13])[CH:11]=1)[O:8][CH:7]([C:14]([F:17])([F:16])[F:15])[C:6]([C:18]([O:20][CH2:21][CH3:22])=[O:19])=[CH:5]2.[CH3:23]B1OB(C)OB(C)O1.C([O-])([O-])=O.[K+].[K+].Cl.